Task: Binary Classification. Given two protein amino acid sequences, predict whether they physically interact or not.. Dataset: Human Reference Interactome with 51,813 positive PPI pairs across 8,248 proteins, plus equal number of experimentally-validated negative pairs (1) Protein 1 (ENSG00000113734) has sequence MAAPQDVHVRICNQEIVKFDLEVKALIQDIRDCSGPLSALTELNTKVKEKFQQLRHRIQPVLYQRAFIWTASTFFFKLTYSLTDFSSTQHDFNSPTTPVTFSDLEQLAKEQDKESEKQLLLQEVENHKKQMLSNQASWRKANLTCKIAIDNLEKAELLQGGDLLRQRKTTKESLAQTSSTITESLMGISRMMAQQVQQSEEAMQSLVTSSRTILDANEEFKSMSGTIQLGRKLITKYNRRELTDKLLIFLALALFLATVLYIVKKRLFPFL*MAAPQDVHVRICNQEIVKFDLEVKALIQ.... Protein 2 (ENSG00000231274) has sequence TPEDGDPEVRDGSQGRKTEREKKEREAGGNTGRERKRNRKQGNAKTSETQTQGERMTEIQGHTARPRPPENWTQKHTAGCTGEEDGGERDQGGHSHSPPTAGGADDQQGDPGEEPSGPVPPHPEAGLRLLRPRAPCPASPGGSSCGSEAPASGFGPEKHLMERRASETPEDGDPEEDTATALQRLVELTTSRVTPVRSLRDQYHLIRKLGSGSYGRVLLAQPHQGGPAVALKLLRRDLVLRSTFLREFCVGRCVSAHPGLLQTLAGPLQTPRYFAFAQEYAPCGDLSGMLQERGLPELLV.... Result: 0 (the proteins do not interact). (2) Protein 1 (ENSG00000160188) has sequence MSDLGSEELEEEGENDIGEYEGGRNEAGERHGRGRARLPNGDTYEGSYEFGKRHGQGIYKFKNGARYIGEYVRNKKHGQGTFIYPDGSRYEGEWANDLRHGHGVYYYINNDTYTGEWFAHQRHGQGTYLYAETGSKYVGTWVNGQQEGTAELIHLNHRYQGKFLNKNPVGPGKYVFDVGCEQHGEYRLTDMERGEEEEEEELVTVVPKWKATQITELALWTPTLPKKPTSTDGPGQDAPGAESAGEPGEEAQALLEGFEGEMDMRPGDEDADVLREESREYDQEEFRYDMDEGNINSEEE.... Protein 2 (ENSG00000165060) has sequence MNLRKSGTLGHPGSLDETTYERLAEETLDSLAEFFEDLADKPYTFEDYDVSFGSGVLTVKLGGDLGTYVINKQTPNKQIWLSSPSSGPKRYDWTGKNWVYSHDGVSLHELLAAELTKALKTKLDLSSLAYSGKDA*MWTLGRRAVAGLLASPSPAQAQTLTRVPRPAELAPLCGRRGLRTDIDATCTPRRASSNQRGLNQIWNVKKQSVYLMNLRKSGTLGHPGSLDETTYERLAEETLDSLAEFFEDLADKPYTFEDYDVSFGSGVLTVKLGGDLGTYVINKQTPNKQIWLSSPSRYVV.... Result: 0 (the proteins do not interact). (3) Protein 1 (ENSG00000136827) has sequence MKLGRAVLGLLLLAPSVVQAVEPISLGLALAGVLTGYIYPRLYCLFAECCGQKRSLSREALQKDLDDNLFGQHLAKKIILNAVFGFINNPKPKKPLTLSLHGWTGTGKNFVSKIIAENIYEGGLNSDYVHLFVATLHFPHASNITLYKDQLQLWIRGNVSACARSIFIFDEMDKMHAGLIDAIKPFLDYYDLVDGVSYQKAMFIFLSNAGAERITDVALDFWRSGKQREDIKLKDIEHALSVSVFNNKNSGFWHSSLIDRNLIDYFVPFLPLEYKHLKMCIRVEMQSRGYEIDEDIVSRV.... Protein 2 (ENSG00000047579) has sequence MLETLRERLLSVQQDFTSGLKTLSDKSREAKVKSKPRTVPFLPKYSAGLELLSRYEDTWAALHRRAKDCASAGELVDSEVVMLSAHWEKKKTSLVELQEQLQQLPALIADLESMTANLTHLEASFEEVENNLLHLEDLCGQCELERCKHMQSQQLENYKKNKRKELETFKAELDAEHAQKVLEMEHTQQMKLKERQKFFEEAFQQDMEQYLSTGYLQIAERREPIGSMSSMEVNVDMLEQMDLMDISDQEALDVFLNSGGEENTVLSPALGRVDKLALAEPGQYRCHSPPKVRRENHLPV.... Result: 0 (the proteins do not interact). (4) Protein 1 (ENSG00000160593) has sequence MVSGDYSLGLNDLNVSPPELTVHVGDSALMGCVFQSTEDKCIFKIDWTLSPGEHAKDEYVLYYYSNLSVPIGRFQNRVHLMGDILCNDGSLLLQDVQEADQGTYICEIRLKGESQVFKKAVVLHVLPEEPKELMVHVGGLIQMGCVFQSTEVKHVTKVEWIFSGRRAKEEIVFRYYHKLRMSVEYSQSWGHFQNRVNLVGDIFRNDGSIMLQGVRESDGGNYTCSIHLGNLVFKKTIVLHVSPEEPRTLVTPAALRPLVLGGNQLVIIVGIVCATILLLPVLILIVKKTCGNKSSVNSTV.... Protein 2 (ENSG00000176731) has sequence MAKNKLRGPKSRNVFHIASQKNFKAKNKAKPVTTNLKKVLHFS*MAKNKLRGPKSRNVFHIASQKNFKAKNKAKPVTTNLKKINIMNEEMAKNKLRGPKSRNVFHIASQKNFKAKNKAKPVTTNLKKIPQQRHESKPVNVDEATRLMALL*MAKNKLRGPKSRNVFHIASQKNFKAKNKAKPVTTNLKKINIMNEEKVNRVNKAFVNVQKELAHFAKSISLEPLQKELIPQQRHESKPVNVDEATRLMALL*. Result: 0 (the proteins do not interact). (5) Protein 1 (ENSG00000175832) has sequence MERRMKAGYLDQQVPYTFSSKSPGNGSLREALIGPLGKLMDPGSLPPLDSEDLFQDLSHFQETWLAEAQVPDSDEQFVPDFHSENLAFHSPTTRIKKEPQSPRTDPALSCSRKPPLPYHHGEQCLYSSAYDPPRQIAIKSPAPGALGQSPLQPFPRAEQRNFLRSSGTSQPHPGHGYLGEHSSVFQQPLDICHSFTSQGGGREPLPAPYQHQLSEPCPPYPQQSFKQEYHDPLYEQAGQPAVDQGGVNGHRYPGAGVVIKQEQTDFAYDSDVTGCASMYLHTEGFSGPSPGDGAMGYGYE.... Protein 2 (ENSG00000168795) has sequence MDFPGHFEQIFQQLNYQRLHGQLCDCVIVVGNRHFKAHRSVLAACSTHFRALFSVAEGDQTMNMIQLDSEVVTAEAFAALIDMMYTSTLMLGESNVMDVLLAASHLHLNSVVKACKHYLTTRTLPMSPPSERVQEQSARMQRSFMLQQLGLSIVSSALNSSQNGEEQPAPMSSSMRSNLDQRTPFPMRRLHKRKQSAEERARQRLRPSIDESAISDVTPENGPSGVHSREEFFSPDSLKIVDNPKADGMTDNQEDSAIMFDQSFGTQEDAQVPSQSDNSAGNMAQLSMASRATQVETSFD.... Result: 0 (the proteins do not interact). (6) Protein 1 (ENSG00000179855) has sequence MEGAAAREARGTETPRASAPPPAPSEPPAAPRARPRLVFRTQLAHGSPTGKIEGFTNVRELYAKIAEAFGIAPTEILFCTLNSHKVDMQKLLGGQIGLEDFIFAHVRGETKEVEVTKTEDALGLTITDNGAGYAFIKRIKEGSIINRIEAVCVGDSIEAINDHSIVGCRHYEVAKMLRELPKSQPFTLRLVQPKRAFDMIGQRSRSSKCPVEAKVTSGRETLRLRSGGAATVEEAPSEFEEEASRKVDDLLESYMGIRDPELASTMVETSKKTASAQEFARCLDSVLGEFAFPDEFVVEV.... Protein 2 (ENSG00000141540) has sequence MQAARVDYIAPWWVVWLHSVPHVGLRLQPVNSTFSPGDESYQESLLFLGLVAAVCLGLNLIFLVAYLVCACHCRRDDAVQTKQHHSCCITWTAVVAGLICCAAVGVGFYGNSETNDGAYQLMYSLDDANHTFSGIDALVSGTTQKMKVDLEQHLARLSEIFAARGDYLQTLKFIQQMAGSVVVQLSGLPVWREVTMELTKLSDQTGYVEYYRWLSYLLLFILDLVICLIACLGLAKRSKCLLASMLCCGALSLLLSWASLAADGSAAVATSDFCVAPDTFILNVTEGQISTEVTRYYLYC.... Result: 0 (the proteins do not interact).